This data is from Peptide-MHC class II binding affinity with 134,281 pairs from IEDB. The task is: Regression. Given a peptide amino acid sequence and an MHC pseudo amino acid sequence, predict their binding affinity value. This is MHC class II binding data. (1) The peptide sequence is ERIFKRFDTNGDGKI. The MHC is DRB1_1302 with pseudo-sequence DRB1_1302. The binding affinity (normalized) is 0.373. (2) The peptide sequence is VAISRYLGKQFGLSG. The MHC is HLA-DQA10102-DQB10502 with pseudo-sequence HLA-DQA10102-DQB10502. The binding affinity (normalized) is 0.184. (3) The peptide sequence is ISFCNANPGLMKDVA. The MHC is DRB5_0101 with pseudo-sequence DRB5_0101. The binding affinity (normalized) is 0.864. (4) The peptide sequence is PANDKFTVFEAAFNN. The MHC is DRB1_1501 with pseudo-sequence DRB1_1501. The binding affinity (normalized) is 0.398. (5) The peptide sequence is ETLLVQNANPDCKTILKAL. The MHC is DRB1_0103 with pseudo-sequence DRB1_0103. The binding affinity (normalized) is 0.213. (6) The peptide sequence is NDKPFQNVNRITYGA. The MHC is DRB4_0101 with pseudo-sequence DRB4_0103. The binding affinity (normalized) is 0.0317. (7) The peptide sequence is TCGFVDERGLYKSLK. The MHC is DRB1_0404 with pseudo-sequence DRB1_0404. The binding affinity (normalized) is 0.0578.